Predict which catalyst facilitates the given reaction. From a dataset of Catalyst prediction with 721,799 reactions and 888 catalyst types from USPTO. (1) Reactant: C(P(C(C)(C)C)C1C=CC=CC=1C1C=CC=CC=1)(C)(C)C.CC(C)([O-])C.[Na+].[C:28]([O:32][C:33](=[O:62])[C:34]([S:37][C:38]1[S:39][CH:40]=[C:41]([CH2:43][CH2:44][N:45]([CH2:54][C:55]2[CH:60]=[CH:59][C:58](Br)=[CH:57][CH:56]=2)[C:46]2[N:51]=[CH:50][C:49]([CH2:52][CH3:53])=[CH:48][N:47]=2)[N:42]=1)([CH3:36])[CH3:35])([CH3:31])([CH3:30])[CH3:29].[NH:63]1[CH2:68][CH2:67][O:66][CH2:65][CH2:64]1. Product: [C:28]([O:32][C:33](=[O:62])[C:34]([S:37][C:38]1[S:39][CH:40]=[C:41]([CH2:43][CH2:44][N:45]([C:46]2[N:51]=[CH:50][C:49]([CH2:52][CH3:53])=[CH:48][N:47]=2)[CH2:54][C:55]2[CH:60]=[CH:59][C:58]([N:63]3[CH2:68][CH2:67][O:66][CH2:65][CH2:64]3)=[CH:57][CH:56]=2)[N:42]=1)([CH3:36])[CH3:35])([CH3:31])([CH3:30])[CH3:29]. The catalyst class is: 101. (2) Reactant: I(O)(=O)(=O)=O.[F:6][C:7]1[N:11]([CH3:12])[N:10]=[C:9]([CH:13]([F:15])[F:14])[C:8]=1[CH:16]=[O:17].[Cr](Cl)([O-])(=O)=[O:19].[NH+]1C=CC=CC=1.C(OCC)(=O)C. Product: [F:6][C:7]1[N:11]([CH3:12])[N:10]=[C:9]([CH:13]([F:14])[F:15])[C:8]=1[C:16]([OH:19])=[O:17]. The catalyst class is: 10. (3) Reactant: C(N(CC)CC)C.[CH3:8][N:9]1[C:14](=[O:15])[CH2:13][C:12]2[CH:16]=[C:17]3[C:22](=[CH:23][C:11]=2[S:10]1(=O)=O)[CH2:21][CH2:20][CH2:19][CH2:18]3.FC1C=CC(N=C=O)=CC=1. Product: [CH3:8][N:9]1[C:14](=[O:15])[CH2:13][C:12]2[CH:16]=[C:17]3[C:22](=[CH:23][C:11]=2[S:10]1)[CH2:21][CH2:20][CH2:19][CH2:18]3. The catalyst class is: 16. (4) Reactant: [CH:1]1([CH2:4][N:5]([CH2:18][CH2:19][CH3:20])[C:6]2[CH:13]=[CH:12][C:11]([C:14]([F:17])([F:16])[F:15])=[CH:10][C:7]=2[CH:8]=O)[CH2:3][CH2:2]1.Cl.[NH2:22][OH:23].C([O-])(=O)C.[Na+]. Product: [CH:1]1([CH2:4][N:5]([CH2:18][CH2:19][CH3:20])[C:6]2[CH:13]=[CH:12][C:11]([C:14]([F:17])([F:16])[F:15])=[CH:10][C:7]=2[CH:8]=[N:22][OH:23])[CH2:3][CH2:2]1. The catalyst class is: 8. (5) Reactant: Cl[C:2]1[C:7]([C:8]([F:11])([F:10])[F:9])=[CH:6][N:5]=[C:4]([NH:12][CH2:13][C:14]2[CH:19]=[CH:18][CH:17]=[CH:16][C:15]=2[O:20][C:21]([F:24])([F:23])[F:22])[N:3]=1.CC[N:27]([CH:31]([CH3:33])[CH3:32])C(C)C. Product: [NH2:27][C@H:31]1[CH2:32][CH2:8][C@H:7]([CH2:2][NH:3][C:2]2[C:7]([C:8]([F:11])([F:10])[F:9])=[CH:6][N:5]=[C:4]([NH:12][CH2:13][C:14]3[CH:19]=[CH:18][CH:17]=[CH:16][C:15]=3[O:20][C:21]([F:24])([F:23])[F:22])[N:3]=2)[CH2:6][CH2:33]1. The catalyst class is: 31. (6) Reactant: [F:1][C:2]1[CH:7]=[CH:6][CH:5]=[CH:4][C:3]=1[CH:8]=[CH:9][C:10]([OH:12])=O.[N:13]1[CH:18]=[CH:17][CH:16]=[C:15]([C:19]2[CH:20]=[C:21]([C@@H:25]([NH2:27])[CH3:26])[CH:22]=[CH:23][CH:24]=2)[CH:14]=1.C(Cl)CCl.C1C=CC2N(O)N=NC=2C=1.C(N(C(C)C)CC)(C)C. Product: [F:1][C:2]1[CH:7]=[CH:6][CH:5]=[CH:4][C:3]=1[CH:8]=[CH:9][C:10]([NH:27][C@H:25]([C:21]1[CH:22]=[CH:23][CH:24]=[C:19]([C:15]2[CH:14]=[N:13][CH:18]=[CH:17][CH:16]=2)[CH:20]=1)[CH3:26])=[O:12]. The catalyst class is: 3. (7) Reactant: S(Cl)(Cl)=O.[NH2:5][C:6]1[CH:14]=[CH:13][CH:12]=[C:11]([CH3:15])[C:7]=1[C:8]([OH:10])=O. The catalyst class is: 48. Product: [NH2:5][C:6]1[CH:14]=[CH:13][CH:12]=[C:11]([CH3:15])[C:7]=1[C:8]([NH:5][C:6]1[CH:14]=[CH:13][CH:12]=[CH:11][CH:7]=1)=[O:10]. (8) Reactant: [Cl:1][C:2]1[CH:3]=[C:4]([N:9]2[C:13]([C:14]([Cl:17])([Cl:16])[Cl:15])=[N:12][C:11]([C:18]([OH:20])=O)=[N:10]2)[CH:5]=[CH:6][C:7]=1[Cl:8].C(Cl)(=O)C([Cl:24])=O. Product: [Cl:1][C:2]1[CH:3]=[C:4]([N:9]2[C:13]([C:14]([Cl:17])([Cl:16])[Cl:15])=[N:12][C:11]([C:18]([Cl:24])=[O:20])=[N:10]2)[CH:5]=[CH:6][C:7]=1[Cl:8]. The catalyst class is: 139. (9) Reactant: [OH:1][C@H:2]1[CH2:6][CH2:5][O:4][CH2:3]1.[H-].[Na+].Cl[CH2:10][C:11]1[CH:12]=[C:13]2[C:17](=[CH:18][CH:19]=1)[N:16]([C:20]([C:33]1[CH:38]=[CH:37][CH:36]=[CH:35][CH:34]=1)([C:27]1[CH:32]=[CH:31][CH:30]=[CH:29][CH:28]=1)[C:21]1[CH:26]=[CH:25][CH:24]=[CH:23][CH:22]=1)[N:15]=[C:14]2[C:39]1[CH:44]=[CH:43][CH:42]=[C:41]([F:45])[CH:40]=1.[I-].[Na+]. Product: [F:45][C:41]1[CH:40]=[C:39]([C:14]2[C:13]3[C:17](=[CH:18][CH:19]=[C:11]([CH2:10][O:1][C@H:2]4[CH2:6][CH2:5][O:4][CH2:3]4)[CH:12]=3)[N:16]([C:20]([C:33]3[CH:34]=[CH:35][CH:36]=[CH:37][CH:38]=3)([C:27]3[CH:28]=[CH:29][CH:30]=[CH:31][CH:32]=3)[C:21]3[CH:26]=[CH:25][CH:24]=[CH:23][CH:22]=3)[N:15]=2)[CH:44]=[CH:43][CH:42]=1. The catalyst class is: 30. (10) Reactant: [CH3:1][C:2]1[CH:7]=[CH:6][C:5](N)=[CH:4][C:3]=1[C:9]1[CH:10]=[C:11]2[C:16](=[CH:17][CH:18]=1)[C:15]([O:19][C@H:20]([CH3:25])[C:21]([F:24])([F:23])[F:22])=[N:14][N:13]=[CH:12]2.N([O-])=O.[Na+].[I-:30].[K+]. Product: [I:30][C:5]1[CH:6]=[CH:7][C:2]([CH3:1])=[C:3]([C:9]2[CH:10]=[C:11]3[C:16](=[CH:17][CH:18]=2)[C:15]([O:19][C@H:20]([CH3:25])[C:21]([F:23])([F:24])[F:22])=[N:14][N:13]=[CH:12]3)[CH:4]=1. The catalyst class is: 126.